From a dataset of Reaction yield outcomes from USPTO patents with 853,638 reactions. Predict the reaction yield, written as a fraction of the theoretical maximum amount of product (1.0 means a 100% yield; for example, 0.34 means a 34% yield). (1) The reactants are [CH3:1][O:2][C:3]([C:5]1([C:8]2[CH:13]=[CH:12][C:11]([OH:14])=[C:10]([N+:15]([O-])=O)[CH:9]=2)[CH2:7][CH2:6]1)=[O:4]. The catalyst is CO.[Ni]. The product is [CH3:1][O:2][C:3]([C:5]1([C:8]2[CH:13]=[CH:12][C:11]([OH:14])=[C:10]([NH2:15])[CH:9]=2)[CH2:7][CH2:6]1)=[O:4]. The yield is 0.740. (2) The reactants are [Br:1][C:2]1[CH:7]=[CH:6][CH:5]=[C:4]([N:8]([CH3:10])[NH2:9])[N:3]=1.[N:11]12[CH2:19][CH2:18][CH:15]([CH2:16][CH2:17]1)[C:14](=O)[CH2:13][CH2:12]2.C1(C)C=CC(S(O)(=O)=O)=CC=1.O. The catalyst is C1(C)C=CC=CC=1. The product is [Br:1][C:2]1[N:3]=[C:4]([N:8]([CH3:10])/[N:9]=[C:14]2/[CH2:13][CH2:12][N:11]3[CH2:19][CH2:18][CH:15]/2[CH2:16][CH2:17]3)[CH:5]=[CH:6][CH:7]=1. The yield is 0.360. (3) The reactants are C([O:3][C:4]([C:6]1[S:7][C:8]([C:18]([O:20]CC)=[O:19])=[C:9]2[C:15]=1[O:14][CH2:13][C:12]([F:17])([F:16])[CH2:11][O:10]2)=[O:5])C.[OH-].[Na+].Cl. The catalyst is C(O)C. The product is [F:17][C:12]1([F:16])[CH2:11][O:10][C:9]2=[C:8]([C:18]([OH:20])=[O:19])[S:7][C:6]([C:4]([OH:5])=[O:3])=[C:15]2[O:14][CH2:13]1. The yield is 0.920. (4) The reactants are [CH:1]([C:5]1[CH:10]=[CH:9][CH:8]=[CH:7][CH:6]=1)(CC)[CH3:2].C(#N)C.[OH:14]N1C(=O)C2=CC=CC=C2C1=O.O=O. The catalyst is C(OO)(CC)C. The product is [C:1]([C:5]1[CH:10]=[CH:9][CH:8]=[CH:7][CH:6]=1)(=[O:14])[CH3:2]. The yield is 0.110. (5) The reactants are [Cl:1][C:2]1[CH:7]=[CH:6][CH:5]=[CH:4][C:3]=1[C:8]1[CH:9]=[C:10]([NH2:13])[NH:11][N:12]=1.[C:14](OCC)(=[O:19])[CH2:15][C:16]([CH3:18])=O. The catalyst is C(O)(=O)C. The product is [Cl:1][C:2]1[CH:7]=[CH:6][CH:5]=[CH:4][C:3]=1[C:8]1[CH:9]=[C:10]2[N:13]=[C:16]([CH3:18])[CH:15]=[C:14]([OH:19])[N:11]2[N:12]=1. The yield is 0.750.